This data is from Forward reaction prediction with 1.9M reactions from USPTO patents (1976-2016). The task is: Predict the product of the given reaction. (1) Given the reactants [C:1]([O:5][C:6]([CH:8]1[CH2:11][N:10]([CH2:12][C:13]2[CH:14]=[C:15]3[C:23](=[CH:24][CH:25]=2)[C:22]2[O:21][N:20]=[C:19]([C:26]([O:28]C)=[O:27])[C:18]=2[CH2:17][CH2:16]3)[CH2:9]1)=[O:7])([CH3:4])([CH3:3])[CH3:2].O.[OH-].[Li+], predict the reaction product. The product is: [C:1]([O:5][C:6]([CH:8]1[CH2:11][N:10]([CH2:12][C:13]2[CH:14]=[C:15]3[C:23](=[CH:24][CH:25]=2)[C:22]2[O:21][N:20]=[C:19]([C:26]([OH:28])=[O:27])[C:18]=2[CH2:17][CH2:16]3)[CH2:9]1)=[O:7])([CH3:4])([CH3:2])[CH3:3]. (2) Given the reactants [CH2:1]([NH:8][C:9]([C:11]1[S:12][C:13](Br)=[CH:14][C:15]=1[CH3:16])=[O:10])[C:2]1[CH:7]=[CH:6][CH:5]=[CH:4][CH:3]=1.[Cu](C#N)[C:19]#[N:20], predict the reaction product. The product is: [CH2:1]([NH:8][C:9]([C:11]1[S:12][C:13]([C:19]#[N:20])=[CH:14][C:15]=1[CH3:16])=[O:10])[C:2]1[CH:7]=[CH:6][CH:5]=[CH:4][CH:3]=1. (3) Given the reactants [N+:1]([C:4]1[CH:5]=[C:6]2[C:10](=[CH:11][CH:12]=1)[N:9]([S:13]([C:16]1[CH:21]=[CH:20][C:19]([CH3:22])=[CH:18][CH:17]=1)(=[O:15])=[O:14])[CH:8]=[C:7]2I)([O-:3])=[O:2], predict the reaction product. The product is: [C:19]1([CH3:22])[CH:18]=[CH:17][C:16]([S:13]([N:9]2[C:10]3[C:6](=[CH:5][CH:4]=[CH:12][CH:11]=3)[C:7]([C:7]3[C:6]4[C:10](=[CH:11][CH:12]=[C:4]([N+:1]([O-:3])=[O:2])[CH:5]=4)[N:9]([S:13]([C:16]4[CH:21]=[CH:20][C:19]([CH3:22])=[CH:18][CH:17]=4)(=[O:15])=[O:14])[CH:8]=3)=[CH:8]2)(=[O:15])=[O:14])=[CH:21][CH:20]=1. (4) The product is: [OH:4][CH2:5][CH2:6][C:7]1[CH:8]=[C:9]2[C:13](=[CH:14][CH:15]=1)[NH:12][CH:11]=[C:10]2[C:16](=[O:35])[CH:17]([C:27]1[CH:32]=[N:31][C:30]([O:33][CH3:34])=[CH:29][N:28]=1)[NH:18][C:19]1[CH:20]=[N:21][CH:22]=[C:23]([O:25][CH3:26])[CH:24]=1. Given the reactants C([O:4][CH2:5][CH2:6][C:7]1[CH:8]=[C:9]2[C:13](=[CH:14][CH:15]=1)[NH:12][CH:11]=[C:10]2[C:16](=[O:35])[CH:17]([C:27]1[CH:32]=[N:31][C:30]([O:33][CH3:34])=[CH:29][N:28]=1)[NH:18][C:19]1[CH:20]=[N:21][CH:22]=[C:23]([O:25][CH3:26])[CH:24]=1)(=O)C.C(=O)([O-])[O-].[K+].[K+], predict the reaction product.